Dataset: Full USPTO retrosynthesis dataset with 1.9M reactions from patents (1976-2016). Task: Predict the reactants needed to synthesize the given product. Given the product [CH2:28]([CH:18]1[CH2:19][C:14]([N:13]([CH3:27])[CH3:12])([C:21]2[CH:22]=[CH:23][CH:24]=[CH:25][CH:26]=2)[CH2:15][CH2:16][C:17]1=[O:20])[C:29]1[CH:34]=[CH:33][CH:32]=[CH:31][CH:30]=1, predict the reactants needed to synthesize it. The reactants are: C([Li])CCC.CCCCCC.[CH3:12][N:13]([CH3:27])[C:14]1([C:21]2[CH:26]=[CH:25][CH:24]=[CH:23][CH:22]=2)[CH2:19][CH2:18][C:17](=[O:20])[CH2:16][CH2:15]1.[CH2:28](Br)[C:29]1[CH:34]=[CH:33][CH:32]=[CH:31][CH:30]=1.